This data is from Peptide-MHC class I binding affinity with 185,985 pairs from IEDB/IMGT. The task is: Regression. Given a peptide amino acid sequence and an MHC pseudo amino acid sequence, predict their binding affinity value. This is MHC class I binding data. (1) The peptide sequence is TVEAMTQAM. The MHC is HLA-B15:01 with pseudo-sequence HLA-B15:01. The binding affinity (normalized) is 0.0847. (2) The peptide sequence is GLFSSDLKKL. The MHC is HLA-B07:02 with pseudo-sequence HLA-B07:02. The binding affinity (normalized) is 0. (3) The peptide sequence is RPRGEVRFL. The MHC is HLA-A01:01 with pseudo-sequence HLA-A01:01. The binding affinity (normalized) is 0. (4) The peptide sequence is ITRKEAEQF. The MHC is HLA-A24:03 with pseudo-sequence HLA-A24:03. The binding affinity (normalized) is 0.0847. (5) The peptide sequence is MIAGVLFTFV. The MHC is HLA-A68:02 with pseudo-sequence HLA-A68:02. The binding affinity (normalized) is 0.948.